Dataset: Catalyst prediction with 721,799 reactions and 888 catalyst types from USPTO. Task: Predict which catalyst facilitates the given reaction. (1) Reactant: [CH3:1][N:2]1[CH2:7][CH2:6]O[CH2:4][CH2:3]1.[O:8]1CC[CH2:11][CH2:10][CH:9]1[O:14]N.[ClH:16].[CH3:17]N(C)CCCN=C=NCC. Product: [ClH:16].[C:7]([N:2]1[CH2:1][CH2:11][CH:10]([C:9]([OH:14])=[O:8])[CH2:4][CH2:3]1)#[C:6][CH3:17]. The catalyst class is: 10. (2) Reactant: [CH3:1][N:2]1[C:6]([C:7]2[CH:12]=[CH:11][CH:10]=[C:9]([NH2:13])[CH:8]=2)=[N:5][N:4]=[N:3]1.N1C(C)=CC=CC=1C.Cl[C:23]([O:25][C:26]1[CH:31]=[CH:30][CH:29]=[CH:28][CH:27]=1)=[O:24].Cl. Product: [C:26]1([O:25][C:23](=[O:24])[NH:13][C:9]2[CH:10]=[CH:11][CH:12]=[C:7]([C:6]3[N:2]([CH3:1])[N:3]=[N:4][N:5]=3)[CH:8]=2)[CH:31]=[CH:30][CH:29]=[CH:28][CH:27]=1. The catalyst class is: 4. (3) Reactant: [N+:1]([C:4]1[CH:9]=[CH:8][N+:7]([O-])=[CH:6][C:5]=1[S:11][C:12]1[CH:17]=[CH:16][CH:15]=[CH:14][CH:13]=1)([O-])=O.O.[OH-].[Na+]. Product: [NH2:1][C:4]1[CH:9]=[CH:8][N:7]=[CH:6][C:5]=1[S:11][C:12]1[CH:17]=[CH:16][CH:15]=[CH:14][CH:13]=1. The catalyst class is: 180. (4) Reactant: [F:1][C:2]1[C:10]2[O:9][CH2:8][CH2:7][C:6]=2[CH:5]=[C:4]([NH2:11])[CH:3]=1.Cl.N([O-])=O.[Na+].[Cl-].F[C:19]1[C:23]2C=CC=[CH:27][C:22]=2[O:21][C:20]=1[N+:28]#N.C([O-])([O-])=O.[Na+].[Na+].C(OC(C1CC(C)C[NH:43]C1=O)=O)C.[OH-].[K+]. Product: [F:1][C:2]1[C:10]2[O:9][CH2:8][CH2:7][C:6]=2[CH:5]=[C:4]([NH:11][N:43]=[C:19]2[CH2:23][CH2:22][CH2:27][NH:28][C:20]2=[O:21])[CH:3]=1. The catalyst class is: 211. (5) Reactant: [C:1]([C:5]1[C:9]([C:10](=O)[CH3:11])=[C:8]([OH:13])[N:7]([CH3:14])[N:6]=1)([CH3:4])([CH3:3])[CH3:2].Cl.[C:16]1([O:22][NH2:23])[CH:21]=CC=C[CH:17]=1.[C:24](=O)(O)[O-].[Na+]. Product: [C:16]([O:22][N:23]=[C:10]([CH:9]1[C:8](=[O:13])[N:7]([CH3:14])[N:6]=[C:5]1[C:1]([CH3:4])([CH3:3])[CH3:2])[CH3:11])([CH3:24])([CH3:21])[CH3:17]. The catalyst class is: 5. (6) Reactant: [NH2:1][C:2]1[C:3]([F:16])=[CH:4][C:5]2[O:10][CH2:9][C:8](=[O:11])[N:7]([CH2:12][C:13]#[CH:14])[C:6]=2[CH:15]=1.O.[N:18]([O-])=O.[Na+].CS[C:24]1[S:25][CH2:26][CH2:27][N:28]=1. Product: [F:16][C:3]1[C:2]([NH:1][N:18]=[C:24]2[N:28]=[CH:27][CH2:26][S:25]2)=[CH:15][C:6]2[N:7]([CH2:12][C:13]#[CH:14])[C:8](=[O:11])[CH2:9][O:10][C:5]=2[CH:4]=1. The catalyst class is: 33. (7) Reactant: CN(C)[CH:3]=[CH:4][C:5]([C:7]1[S:11][C:10](=[O:12])[N:9]([CH3:13])[C:8]=1[CH3:14])=O.[N+]([O-])(O)=O.[Cl:20][C:21]1[N:26]=[CH:25][C:24]([NH:27][C:28]([NH2:30])=[NH:29])=[CH:23][CH:22]=1.ClC1N=CC(N)=CC=1.N#CN.[N+]([O-])(O)=O.[OH-].[Na+]. Product: [Cl:20][C:21]1[N:26]=[CH:25][C:24]([NH:27][C:28]2[N:30]=[C:5]([C:7]3[S:11][C:10](=[O:12])[N:9]([CH3:13])[C:8]=3[CH3:14])[CH:4]=[CH:3][N:29]=2)=[CH:23][CH:22]=1. The catalyst class is: 23.